Dataset: Forward reaction prediction with 1.9M reactions from USPTO patents (1976-2016). Task: Predict the product of the given reaction. Given the reactants Cl.[N+:2]([C:5]1[CH:10]=[C:9]([C:11]([F:14])([F:13])[F:12])[CH:8]=[CH:7][C:6]=1[S:15]([N:18]1[CH2:23][CH2:22][NH:21][CH2:20][C:19]1=[O:24])(=[O:17])=[O:16])([O-:4])=[O:3].[N:25]1([CH2:34][C:35](O)=[O:36])[CH:33]=[C:31]([CH3:32])[C:29](=[O:30])[NH:28][C:26]1=[O:27], predict the reaction product. The product is: [N+:2]([C:5]1[CH:10]=[C:9]([C:11]([F:12])([F:13])[F:14])[CH:8]=[CH:7][C:6]=1[S:15]([N:18]1[CH2:23][CH2:22][N:21]([C:35](=[O:36])[CH2:34][N:25]2[CH:33]=[C:31]([CH3:32])[C:29](=[O:30])[NH:28][C:26]2=[O:27])[CH2:20][C:19]1=[O:24])(=[O:17])=[O:16])([O-:4])=[O:3].